This data is from Forward reaction prediction with 1.9M reactions from USPTO patents (1976-2016). The task is: Predict the product of the given reaction. (1) Given the reactants [OH:1][C:2]1[C:3]([C:10]([OH:12])=[O:11])=[N:4][CH:5]=[C:6]([O:8][CH3:9])[CH:7]=1.[CH2:13](O)[CH3:14], predict the reaction product. The product is: [OH:1][C:2]1[C:3]([C:10]([O:12][CH2:13][CH3:14])=[O:11])=[N:4][CH:5]=[C:6]([O:8][CH3:9])[CH:7]=1. (2) The product is: [F:1][C:2]([F:18])([F:17])[C:3]1[CH:8]=[CH:7][C:6]([C:9]2[N:14]=[C:13]([CH2:15][NH2:22])[CH:12]=[CH:11][N:10]=2)=[CH:5][CH:4]=1. Given the reactants [F:1][C:2]([F:18])([F:17])[C:3]1[CH:8]=[CH:7][C:6]([C:9]2[N:14]=[C:13]([CH2:15]O)[CH:12]=[CH:11][N:10]=2)=[CH:5][CH:4]=1.C([N:22](C(C)C)CC)(C)C.CS(Cl)(=O)=O, predict the reaction product. (3) Given the reactants [Br:1][C:2]1[CH:3]=[CH:4][C:5]2[C:6]3[N:14]=[C:13](Cl)[N:12]=[C:11]([O:16][CH2:17][CH2:18][OH:19])[C:7]=3[NH:8][C:9]=2[CH:10]=1.[NH:20]1[CH2:25][CH2:24][NH:23][CH2:22][CH2:21]1, predict the reaction product. The product is: [Br:1][C:2]1[CH:3]=[CH:4][C:5]2[C:6]3[N:14]=[C:13]([N:20]4[CH2:25][CH2:24][NH:23][CH2:22][CH2:21]4)[N:12]=[C:11]([O:16][CH2:17][CH2:18][OH:19])[C:7]=3[NH:8][C:9]=2[CH:10]=1. (4) The product is: [F:1][C:2]([F:30])([F:29])[C:3]1[CH:8]=[C:7]([C:9]([F:12])([F:11])[F:10])[CH:6]=[CH:5][C:4]=1[C:13]1[CH:17]=[C:16]([CH2:18][N:19]2[CH:24]=[C:23]3[N:25]=[C:26]([C:36]4[CH:37]=[CH:38][C:33]([C:32]([F:43])([F:42])[F:31])=[CH:34][CH:35]=4)[N:27]=[C:22]3[CH:21]=[N:20]2)[O:15][N:14]=1. Given the reactants [F:1][C:2]([F:30])([F:29])[C:3]1[CH:8]=[C:7]([C:9]([F:12])([F:11])[F:10])[CH:6]=[CH:5][C:4]=1[C:13]1[CH:17]=[C:16]([CH2:18][N:19]2[CH:24]=[C:23]3[N:25]=[C:26](Br)[N:27]=[C:22]3[CH:21]=[N:20]2)[O:15][N:14]=1.[F:31][C:32]([F:43])([F:42])[C:33]1[CH:38]=[CH:37][C:36](B(O)O)=[CH:35][CH:34]=1, predict the reaction product. (5) The product is: [CH3:42][O:41][C:37]1[CH:36]=[C:30]([CH:29]=[C:28]([O:27][CH3:26])[C:38]=1[O:39][CH3:40])[CH:31]=[CH:32][C:33]([N:23]1[CH2:24][CH2:25][N:20]([CH2:19][C:17]2[CH:16]=[CH:15][N:14]=[C:13]([C:5]3[CH:6]=[C:7]([O:11][CH3:12])[C:8]([O:9][CH3:10])=[C:3]([O:2][CH3:1])[CH:4]=3)[CH:18]=2)[CH2:21][CH2:22]1)=[O:34]. Given the reactants [CH3:1][O:2][C:3]1[CH:4]=[C:5]([C:13]2[CH:18]=[C:17]([CH2:19][N:20]3[CH2:25][CH2:24][NH:23][CH2:22][CH2:21]3)[CH:16]=[CH:15][N:14]=2)[CH:6]=[C:7]([O:11][CH3:12])[C:8]=1[O:9][CH3:10].[CH3:26][O:27][C:28]1[CH:29]=[C:30]([CH:36]=[C:37]([O:41][CH3:42])[C:38]=1[O:39][CH3:40])[CH:31]=[CH:32][C:33](O)=[O:34], predict the reaction product.